Predict the reactants needed to synthesize the given product. From a dataset of Full USPTO retrosynthesis dataset with 1.9M reactions from patents (1976-2016). (1) The reactants are: [NH2:1][C:2]1[S:3]/[C:4](=[CH:8]\[C:9]2[CH:14]=[C:13]([O:15][CH2:16][CH2:17][CH3:18])[C:12]([OH:19])=[C:11]([Cl:20])[CH:10]=2)/[C:5](=[O:7])[N:6]=1.Br.Br[CH2:23][C:24]([C:26]1[CH:31]=[CH:30][CH:29]=[CH:28][N:27]=1)=O. Given the product [Cl:20][C:11]1[CH:10]=[C:9](/[CH:8]=[C:4]2/[C:5](=[O:7])[N:6]3[CH:23]=[C:24]([C:26]4[CH:31]=[CH:30][CH:29]=[CH:28][N:27]=4)[N:1]=[C:2]3[S:3]/2)[CH:14]=[C:13]([O:15][CH2:16][CH2:17][CH3:18])[C:12]=1[OH:19], predict the reactants needed to synthesize it. (2) Given the product [CH2:16]([O:4][C:3]1[CH:2]=[C:1]([OH:9])[CH:8]=[C:6]([CH3:7])[CH:5]=1)[C:17]1[CH:22]=[CH:21][CH:20]=[CH:19][CH:18]=1, predict the reactants needed to synthesize it. The reactants are: [C:1]1([OH:9])[CH:8]=[C:6]([CH3:7])[CH:5]=[C:3]([OH:4])[CH:2]=1.C(=O)([O-])[O-].[K+].[K+].[CH2:16](Br)[C:17]1[CH:22]=[CH:21][CH:20]=[CH:19][CH:18]=1.